From a dataset of Forward reaction prediction with 1.9M reactions from USPTO patents (1976-2016). Predict the product of the given reaction. Given the reactants [NH2:1][C:2]1[CH:3]=[C:4]2[C:9](=[CH:10][CH:11]=1)[N:8]=[CH:7][C:6]([C:12]#[N:13])=[C:5]2[NH:14][C:15]1[CH:20]=[CH:19][C:18]([F:21])=[C:17]([Cl:22])[CH:16]=1.[OH:23][C:24]1[CH:31]=[CH:30][CH:29]=[CH:28][C:25]=1[CH:26]=O.[BH3-]C#N.[Na+], predict the reaction product. The product is: [Cl:22][C:17]1[CH:16]=[C:15]([NH:14][C:5]2[C:4]3[C:9](=[CH:10][CH:11]=[C:2]([NH:1][CH2:26][C:25]4[CH:28]=[CH:29][CH:30]=[CH:31][C:24]=4[OH:23])[CH:3]=3)[N:8]=[CH:7][C:6]=2[C:12]#[N:13])[CH:20]=[CH:19][C:18]=1[F:21].